Dataset: Reaction yield outcomes from USPTO patents with 853,638 reactions. Task: Predict the reaction yield, written as a fraction of the theoretical maximum amount of product (1.0 means a 100% yield; for example, 0.34 means a 34% yield). (1) The reactants are [Br:1][C:2]1[C:3](Cl)=[N:4][CH:5]=[C:6]([CH:10]=1)[C:7]([OH:9])=[O:8].[OH:12][CH2:13][CH:14]1[CH2:16][CH2:15]1.[OH-].[K+].C(O)(=O)CC(CC(O)=O)(C(O)=O)O. The catalyst is CS(C)=O.O. The product is [Br:1][C:2]1[C:3]([O:12][CH2:13][CH:14]2[CH2:16][CH2:15]2)=[N:4][CH:5]=[C:6]([CH:10]=1)[C:7]([OH:9])=[O:8]. The yield is 0.710. (2) The reactants are [NH2:1][C:2]1[CH:7]=[CH:6][C:5]([I:8])=[CH:4][C:3]=1[S:9]([NH2:12])(=[O:11])=[O:10].Cl[C:14](=O)[CH2:15][C:16]([O:18]CC)=[O:17]. The catalyst is CN(C)C(=O)C.C(OCC)C.O. The product is [I:8][C:5]1[CH:6]=[CH:7][C:2]2[NH:1][C:14]([CH2:15][C:16]([OH:18])=[O:17])=[N:12][S:9](=[O:11])(=[O:10])[C:3]=2[CH:4]=1. The yield is 0.810. (3) The reactants are [CH:1]12[O:8][CH:5]([CH2:6][CH2:7]1)[CH2:4][N:3]([C:9]1[N:14]=[C:13](Cl)[N:12]=[C:11]([C:16]3[CH:21]=[CH:20][C:19]([NH:22][C:23]([NH:25][CH3:26])=[O:24])=[CH:18][CH:17]=3)[N:10]=1)[CH2:2]2.CC1(C)C(C)(C)OB([C:35]2[CH:41]=[CH:40][C:38]([NH2:39])=[CH:37][CH:36]=2)O1. No catalyst specified. The product is [NH2:39][C:38]1[CH:40]=[CH:41][C:35]([C:13]2[N:14]=[C:9]([N:3]3[CH2:4][CH:5]4[O:8][CH:1]([CH2:7][CH2:6]4)[CH2:2]3)[N:10]=[C:11]([C:16]3[CH:21]=[CH:20][C:19]([NH:22][C:23]([NH:25][CH3:26])=[O:24])=[CH:18][CH:17]=3)[N:12]=2)=[CH:36][CH:37]=1. The yield is 0.490. (4) The reactants are [CH2:1]([O:3][C:4]([C:6]1[C:11]([O:12][CH2:13][CH3:14])=[C:10]([N:15]2[CH2:20][CH2:19][O:18][CH2:17][CH2:16]2)[N:9]=[C:8](Cl)[N:7]=1)=[O:5])[CH3:2].CC1(C)C(C)(C)OB([C:30]2[CH:31]=[C:32]([OH:36])[CH:33]=[CH:34][CH:35]=2)O1.O1CCOCC1.C(=O)([O-])[O-].[Na+].[Na+]. The catalyst is C1C=CC([P]([Pd]([P](C2C=CC=CC=2)(C2C=CC=CC=2)C2C=CC=CC=2)([P](C2C=CC=CC=2)(C2C=CC=CC=2)C2C=CC=CC=2)[P](C2C=CC=CC=2)(C2C=CC=CC=2)C2C=CC=CC=2)(C2C=CC=CC=2)C2C=CC=CC=2)=CC=1.O. The product is [CH2:1]([O:3][C:4]([C:6]1[C:11]([O:12][CH2:13][CH3:14])=[C:10]([N:15]2[CH2:20][CH2:19][O:18][CH2:17][CH2:16]2)[N:9]=[C:8]([C:30]2[CH:35]=[CH:34][CH:33]=[C:32]([OH:36])[CH:31]=2)[N:7]=1)=[O:5])[CH3:2]. The yield is 0.550. (5) The reactants are OC1C=C(N[C:9]2[N:14]=[C:13]([NH:15][C:16]3[CH:21]=[CH:20][CH:19]=[C:18]([OH:22])[CH:17]=3)[C:12]([F:23])=[CH:11][N:10]=2)C=CC=1.[OH:24][C:25]1[C:26]([CH3:32])=[C:27]([CH:29]=[CH:30][CH:31]=1)[NH2:28].Cl[C:34]1N=C(Cl)C(F)=CN=1. No catalyst specified. The product is [OH:24][C:25]1[C:26]([CH3:32])=[C:27]([NH:28][C:9]2[N:14]=[C:13]([NH:15][C:16]3[CH:21]=[CH:20][CH:19]=[C:18]([OH:22])[C:17]=3[CH3:34])[C:12]([F:23])=[CH:11][N:10]=2)[CH:29]=[CH:30][CH:31]=1. The yield is 0.880. (6) The reactants are Br[C:2]1[S:3][C:4]2[CH2:5][C:6]3[C:12]([C:13]4[CH:18]=[CH:17][C:16]([O:19][CH3:20])=[CH:15][CH:14]=4)=[N:11][N:10]([CH2:21][O:22][CH2:23][CH2:24][Si:25]([CH3:28])([CH3:27])[CH3:26])[C:7]=3[C:8]=2[CH:9]=1.[CH3:29][N:30]1[CH2:35][CH2:34][N:33]([C:36]2[CH:41]=[CH:40][C:39](B3OC(C)(C)C(C)(C)O3)=[CH:38][N:37]=2)[CH2:32][CH2:31]1.C([O-])([O-])=O.[Na+].[Na+]. The catalyst is C1(C)C=CC=CC=1.C(O)C.Cl[Pd](Cl)([P](C1C=CC=CC=1)(C1C=CC=CC=1)C1C=CC=CC=1)[P](C1C=CC=CC=1)(C1C=CC=CC=1)C1C=CC=CC=1. The product is [CH3:20][O:19][C:16]1[CH:17]=[CH:18][C:13]([C:12]2[C:6]3[CH2:5][C:4]4[S:3][C:2]([C:39]5[CH:38]=[N:37][C:36]([N:33]6[CH2:32][CH2:31][N:30]([CH3:29])[CH2:35][CH2:34]6)=[CH:41][CH:40]=5)=[CH:9][C:8]=4[C:7]=3[N:10]([CH2:21][O:22][CH2:23][CH2:24][Si:25]([CH3:28])([CH3:27])[CH3:26])[N:11]=2)=[CH:14][CH:15]=1. The yield is 0.600. (7) The reactants are [I:1][C:2]1[C:3]([C:7]2[S:8][CH:9]=[C:10]([Cl:12])[CH:11]=2)=[N:4][NH:5][CH:6]=1.[H-].[Na+].I[CH:16]([CH2:18][CH3:19])[CH3:17].C(N1C=C(I)C(C2SC=C(Cl)C=2)=N1)(CC)C. The catalyst is CN(C)C=O.CC(OC)(C)C.O. The product is [CH:16]([N:4]1[C:3]([C:7]2[S:8][CH:9]=[C:10]([Cl:12])[CH:11]=2)=[C:2]([I:1])[CH:6]=[N:5]1)([CH2:18][CH3:19])[CH3:17]. The yield is 1.00. (8) The reactants are [NH2:1][C:2]1[S:3][C:4]2[CH2:15][CH2:14][CH2:13][CH2:12][C:5]=2[C:6]=1[C:7](OCC)=[O:8].ClC1C=CC=C2C=1C1C(=O)NC(NC(=O)C(C)(C)C)=[N:26][C:20]=1[NH:21]2.O.[OH-].[NH4+]. The catalyst is CS(C)(=O)=O. The product is [NH2:21][C:20]1[NH:26][C:7](=[O:8])[C:6]2[C:5]3[CH2:12][CH2:13][CH2:14][CH2:15][C:4]=3[S:3][C:2]=2[N:1]=1. The yield is 0.600. (9) The reactants are [CH:1]([O:4][C:5]([N:7]1[CH2:13][CH2:12][CH2:11][CH:10]([N:14]([C:21](=O)[C:22]2[CH:27]=[C:26]([C:28]([F:31])([F:30])[F:29])[CH:25]=[C:24]([C:32]([F:35])([F:34])[F:33])[CH:23]=2)[C:15]2[CH:16]=[N:17][CH:18]=[CH:19][CH:20]=2)[C:9]2[CH:37]=[C:38]([CH3:45])[C:39]([C:41]([F:44])([F:43])[F:42])=[CH:40][C:8]1=2)=[O:6])([CH3:3])[CH3:2]. The catalyst is C1COCC1. The product is [CH:1]([O:4][C:5]([N:7]1[CH2:13][CH2:12][CH2:11][CH:10]([N:14]([CH2:21][C:22]2[CH:23]=[C:24]([C:32]([F:33])([F:34])[F:35])[CH:25]=[C:26]([C:28]([F:29])([F:30])[F:31])[CH:27]=2)[C:15]2[CH:16]=[N:17][CH:18]=[CH:19][CH:20]=2)[C:9]2[CH:37]=[C:38]([CH3:45])[C:39]([C:41]([F:44])([F:43])[F:42])=[CH:40][C:8]1=2)=[O:6])([CH3:3])[CH3:2]. The yield is 0.220.